Dataset: Choline transporter screen with 302,306 compounds. Task: Binary Classification. Given a drug SMILES string, predict its activity (active/inactive) in a high-throughput screening assay against a specified biological target. (1) The molecule is n1(C(C)C)c2c(nc1Nc1ccccc1)cccc2. The result is 0 (inactive). (2) The molecule is Fc1c(C(=O)NC2CC3N(C(C2)CCC3)CCC)cccc1. The result is 0 (inactive). (3) The drug is S(=O)(=O)(N(CC1OCCC1)CC(=O)Nc1ccccc1)c1ccc(S(=O)(=O)N(CC)CC)cc1. The result is 0 (inactive). (4) The compound is S1CCN=C1NC(=O)CSc1ccccc1. The result is 0 (inactive). (5) The molecule is S(c1n(c(nn1)C1CC1)C(C)C)CC(=O)NC1CC1. The result is 0 (inactive). (6) The compound is S(Oc1c(OC)cc(/C=C2\C(n3nc(sc3=NC2=O)C)=N)cc1)(=O)(=O)c1ccc(cc1)C. The result is 0 (inactive). (7) The molecule is Clc1c(nc(S(=O)(=O)Cc2ccc(cc2)C)nc1)C(=O)Nc1sc(nn1)C(C)C. The result is 1 (active).